Dataset: Drug-target binding data from BindingDB using IC50 measurements. Task: Regression. Given a target protein amino acid sequence and a drug SMILES string, predict the binding affinity score between them. We predict pIC50 (pIC50 = -log10(IC50 in M); higher means more potent). Dataset: bindingdb_ic50. The small molecule is CN(CCC[C@H](N)C(=O)O)C(N=O)NO. The target protein (O94760) has sequence MAGLGHPAAFGRATHAVVRALPESLGQHALRSAKGEEVDVARAERQHQLYVGVLGSKLGLQVVELPADESLPDCVFVEDVAVVCEETALITRPGAPSRRKEVDMMKEALEKLQLNIVEMKDENATLDGGDVLFTGREFFVGLSKRTNQRGAEILADTFKDYAVSTVPVADGLHLKSFCSMAGPNLIAIGSSESAQKALKIMQQMSDHRYDKLTVPDDIAANCIYLNIPNKGHVLLHRTPEEYPESAKVYEKLKDHMLIPVSMSELEKVDGLLTCCSVLINKKVDS. The pIC50 is 2.3.